This data is from Forward reaction prediction with 1.9M reactions from USPTO patents (1976-2016). The task is: Predict the product of the given reaction. (1) Given the reactants [NH2:1][C@H:2]([C@H:21]([C:23]1[C:31]2[C:26](=[CH:27][CH:28]=[CH:29][CH:30]=2)[NH:25][CH:24]=1)[CH3:22])[C:3]([NH:5][C:6]1[CH:7]=[C:8]([CH:18]=[CH:19][CH:20]=1)[CH2:9][NH:10]C(=O)OC(C)(C)C)=[O:4].[C:32]([N:40]1[CH2:45][CH2:44][CH:43]([CH:46]=O)[CH2:42][CH2:41]1)(=[O:39])[C:33]1[CH:38]=[CH:37][CH:36]=[CH:35][CH:34]=1.C(O[BH-](OC(=O)C)OC(=O)C)(=O)C.[Na+].C(=O)([O-])O.[Na+].Cl.O1CCOCC1, predict the reaction product. The product is: [NH2:10][CH2:9][C:8]1[CH:7]=[C:6]([NH:5][C:3](=[O:4])[C@H:2]([NH:1][CH2:46][CH:43]2[CH2:42][CH2:41][N:40]([C:32](=[O:39])[C:33]3[CH:34]=[CH:35][CH:36]=[CH:37][CH:38]=3)[CH2:45][CH2:44]2)[C@H:21]([C:23]2[C:31]3[C:26](=[CH:27][CH:28]=[CH:29][CH:30]=3)[NH:25][CH:24]=2)[CH3:22])[CH:20]=[CH:19][CH:18]=1. (2) Given the reactants Cl[C:2]1[C:3]2[C:10]([C:11]3[CH:16]=[CH:15][C:14]([O:17][CH3:18])=[CH:13][CH:12]=3)=[C:9]([C:19]3[CH:24]=[CH:23][CH:22]=[CH:21][CH:20]=3)[O:8][C:4]=2[N:5]=[CH:6][N:7]=1.[CH3:25][O:26][C:27](=[O:36])[CH2:28][C:29]1[CH:34]=[CH:33][CH:32]=[C:31]([NH2:35])[CH:30]=1, predict the reaction product. The product is: [CH3:25][O:26][C:27](=[O:36])[CH2:28][C:29]1[CH:34]=[CH:33][CH:32]=[C:31]([NH:35][C:2]2[C:3]3[C:10]([C:11]4[CH:12]=[CH:13][C:14]([O:17][CH3:18])=[CH:15][CH:16]=4)=[C:9]([C:19]4[CH:20]=[CH:21][CH:22]=[CH:23][CH:24]=4)[O:8][C:4]=3[N:5]=[CH:6][N:7]=2)[CH:30]=1. (3) Given the reactants [CH3:1][CH2:2]CC([Cl:6])=O.[Cl-].[CH3:8][C:9]1[C:18]2[C:13](=[CH:14][C:15]3[O:21][CH2:20][O:19][C:16]=3[CH:17]=2)[CH2:12][CH2:11][N+:10]=1[CH2:22][C:23]1[CH:28]=[CH:27][CH:26]=[CH:25][C:24]=1[F:29], predict the reaction product. The product is: [Cl-:6].[CH2:8]([C:9]1[C:18]2[C:13](=[CH:14][C:15]3[O:21][CH2:20][O:19][C:16]=3[CH:17]=2)[CH2:12][CH2:11][N+:10]=1[CH2:22][C:23]1[CH:28]=[CH:27][CH:26]=[CH:25][C:24]=1[F:29])[CH2:1][CH3:2]. (4) Given the reactants [CH:1]([C:4]1[N:9]=[CH:8][C:7]([CH:10]=O)=[CH:6][N:5]=1)([CH3:3])[CH3:2].FC(F)(F)C([O-])=O.[Cl:19][C:20]1[C:25]([CH2:26][NH2+:27][C:28]2[C:29]3[CH2:36][NH2+:35][CH2:34][C:30]=3[N:31]=[CH:32][N:33]=2)=[C:24]([F:37])[C:23]([O:38][CH3:39])=[CH:22][CH:21]=1.FC(F)(F)C([O-])=O.[BH-](OC(C)=O)(OC(C)=O)OC(C)=O.[Na+].C(=O)(O)[O-].[Na+], predict the reaction product. The product is: [Cl:19][C:20]1[C:25]([CH2:26][NH:27][C:28]2[C:29]3[CH2:36][N:35]([CH2:10][C:7]4[CH:8]=[N:9][C:4]([CH:1]([CH3:2])[CH3:3])=[N:5][CH:6]=4)[CH2:34][C:30]=3[N:31]=[CH:32][N:33]=2)=[C:24]([F:37])[C:23]([O:38][CH3:39])=[CH:22][CH:21]=1.[Cl:19][C:20]1[C:25]([CH2:26][NH:27][C:28]2[C:29]3[C:30](=[CH:34][N:35]([CH2:10][C:7]4[CH:8]=[N:9][C:4]([CH:1]([CH3:2])[CH3:3])=[N:5][CH:6]=4)[CH:36]=3)[N:31]=[CH:32][N:33]=2)=[C:24]([F:37])[C:23]([O:38][CH3:39])=[CH:22][CH:21]=1. (5) The product is: [OH:25][C@H:24]1[CH2:23][CH2:22][CH2:21][C@@H:20]2[C@:15]1([C:12]1[CH:11]=[CH:10][C:9]([OH:8])=[CH:14][CH:13]=1)[CH2:16][CH2:17][C:18](=[O:27])[C@H:19]2[CH3:26]. Given the reactants C([O:8][C:9]1[CH:14]=[CH:13][C:12]([C@@:15]23[C@@H:24]([OH:25])[CH2:23][CH2:22][CH2:21][C:20]2=[C:19]([CH3:26])[C:18](=[O:27])[CH2:17][CH2:16]3)=[CH:11][CH:10]=1)C1C=CC=CC=1.O1CCCC1, predict the reaction product. (6) Given the reactants Br[C:2]1[S:6][C:5]([S:7]([NH:10][C:11]2[CH:16]=[CH:15][CH:14]=[C:13]([C:17]3[NH:21][N:20]=[N:19][N:18]=3)[CH:12]=2)(=[O:9])=[O:8])=[CH:4][CH:3]=1.[Cl:22][C:23]1[CH:28]=[CH:27][C:26](B(O)O)=[CH:25][CH:24]=1, predict the reaction product. The product is: [Cl:22][C:23]1[CH:28]=[CH:27][C:26]([C:2]2[S:6][C:5]([S:7]([NH:10][C:11]3[CH:16]=[CH:15][CH:14]=[C:13]([C:17]4[NH:21][N:20]=[N:19][N:18]=4)[CH:12]=3)(=[O:9])=[O:8])=[CH:4][CH:3]=2)=[CH:25][CH:24]=1. (7) The product is: [F:21][C:22]1[CH:27]=[C:26]([F:28])[CH:25]=[CH:24][C:23]=1[C:2]1[CH:3]=[C:4]([N:8]2[CH2:13][CH2:12][N:11]([C:14]([O:16][C:17]([CH3:20])([CH3:19])[CH3:18])=[O:15])[CH2:10][CH2:9]2)[CH:5]=[N:6][CH:7]=1. Given the reactants Br[C:2]1[CH:3]=[C:4]([N:8]2[CH2:13][CH2:12][N:11]([C:14]([O:16][C:17]([CH3:20])([CH3:19])[CH3:18])=[O:15])[CH2:10][CH2:9]2)[CH:5]=[N:6][CH:7]=1.[F:21][C:22]1[CH:27]=[C:26]([F:28])[CH:25]=[CH:24][C:23]=1OB(O)O.C(=O)([O-])[O-].[Na+].[Na+].C1(C)C=CC=CC=1, predict the reaction product. (8) Given the reactants [CH:1]1[C:11]2[C:10]3=[CH:12][C:13]4[CH:14]=[CH:15][C:16]([C:19]([O:21]C)=[O:20])=[CH:17][C:18]=4[N:9]3[CH2:8][CH:7]=[CH:6][C:5]=2[CH:4]=[CH:3][CH:2]=1.N1(C(=O)C)CCNCC1.C(N(CC)CC)C.CN(C(ON1N=NC2C=CC=NC1=2)=[N+](C)C)C.F[P-](F)(F)(F)(F)F, predict the reaction product. The product is: [CH:1]1[C:11]2[C:10]3=[CH:12][C:13]4[CH:14]=[CH:15][C:16]([C:19]([OH:21])=[O:20])=[CH:17][C:18]=4[N:9]3[CH2:8][CH:7]=[CH:6][C:5]=2[CH:4]=[CH:3][CH:2]=1.[CH:1]1[C:11]2[C:10]3=[CH:12][C:13]4[CH:14]=[CH:15][C:16]([C:19]([OH:21])=[O:20])=[CH:17][C:18]=4[N:9]3[CH:8]=[CH:7][CH2:6][C:5]=2[CH:4]=[CH:3][CH:2]=1. (9) Given the reactants [F:1][C:2]([F:14])([F:13])[O:3][C:4]1[CH:5]=[C:6]([CH:10]=[CH:11][CH:12]=1)[C:7]([OH:9])=[O:8].[N+:15]([O-])([O-:17])=[O:16].[K+], predict the reaction product. The product is: [N+:15]([C:10]1[CH:11]=[CH:12][C:4]([O:3][C:2]([F:13])([F:14])[F:1])=[CH:5][C:6]=1[C:7]([OH:9])=[O:8])([O-:17])=[O:16].